From a dataset of CYP2D6 inhibition data for predicting drug metabolism from PubChem BioAssay. Regression/Classification. Given a drug SMILES string, predict its absorption, distribution, metabolism, or excretion properties. Task type varies by dataset: regression for continuous measurements (e.g., permeability, clearance, half-life) or binary classification for categorical outcomes (e.g., BBB penetration, CYP inhibition). Dataset: cyp2d6_veith. The drug is CCNc1ncc2nc(-c3cccc(C#N)c3)c(=O)n(Cc3cccc(OC)c3)c2n1. The result is 0 (non-inhibitor).